From a dataset of Full USPTO retrosynthesis dataset with 1.9M reactions from patents (1976-2016). Predict the reactants needed to synthesize the given product. Given the product [F:24][C:14]1[C:13]([C@@H:11]([C:8]2[N:6]3[N:7]=[C:2]([N:27]4[CH2:32][CH2:31][NH:30][CH2:29][CH2:28]4)[CH:3]=[CH:4][C:5]3=[N:10][CH:9]=2)[CH3:12])=[C:22]([F:23])[CH:21]=[C:20]2[C:15]=1[CH:16]=[CH:17][CH:18]=[N:19]2, predict the reactants needed to synthesize it. The reactants are: Cl[C:2]1[CH:3]=[CH:4][C:5]2[N:6]([C:8]([C@H:11]([C:13]3[C:14]([F:24])=[C:15]4[C:20](=[CH:21][C:22]=3[F:23])[N:19]=[CH:18][CH:17]=[CH:16]4)[CH3:12])=[CH:9][N:10]=2)[N:7]=1.[F-].[K+].[NH:27]1[CH2:32][CH2:31][NH:30][CH2:29][CH2:28]1.